This data is from Forward reaction prediction with 1.9M reactions from USPTO patents (1976-2016). The task is: Predict the product of the given reaction. (1) Given the reactants CCOP(OCC)([CH2:6][C:7]#[N:8])=O.[H-].[Na+].[Cl:14][C:15]1[CH:16]=[C:17]([CH:22]2[C:31]3[C:26](=[CH:27][CH:28]=[CH:29][CH:30]=3)[CH2:25][C:24](=O)[CH2:23]2)[CH:18]=[CH:19][C:20]=1[Cl:21], predict the reaction product. The product is: [Cl:14][C:15]1[CH:16]=[C:17]([CH:22]2[C:31]3[C:26](=[CH:27][CH:28]=[CH:29][CH:30]=3)[CH:25]=[C:24]([CH2:6][C:7]#[N:8])[CH2:23]2)[CH:18]=[CH:19][C:20]=1[Cl:21]. (2) Given the reactants [CH:1]1([NH:5][C:6](=[O:17])[NH:7][C:8]2[CH:16]=[CH:15][C:11]([C:12]([OH:14])=O)=[CH:10][CH:9]=2)[CH2:4][CH2:3][CH2:2]1.C(N(CC)CC)C.[N:25]1([C:31]([O:33][C:34]([CH3:37])([CH3:36])[CH3:35])=[O:32])[CH2:30][CH2:29][NH:28][CH2:27][CH2:26]1.CCCP1(OP(CCC)(=O)OP(CCC)(=O)O1)=O, predict the reaction product. The product is: [CH:1]1([NH:5][C:6](=[O:17])[NH:7][C:8]2[CH:9]=[CH:10][C:11]([C:12]([N:28]3[CH2:27][CH2:26][N:25]([C:31]([O:33][C:34]([CH3:37])([CH3:36])[CH3:35])=[O:32])[CH2:30][CH2:29]3)=[O:14])=[CH:15][CH:16]=2)[CH2:2][CH2:3][CH2:4]1. (3) Given the reactants [O:1]=[S:2]1(=[O:12])[CH2:7][CH2:6][N:5]([S:8]([NH2:11])(=[O:10])=[O:9])[CH2:4][CH2:3]1.Cl[C:14]1[CH:19]=[C:18]([O:20][CH3:21])[N:17]=[C:16]([S:22][CH2:23][C:24]2[CH:29]=[CH:28][CH:27]=[C:26]([F:30])[C:25]=2[F:31])[N:15]=1, predict the reaction product. The product is: [F:31][C:25]1[C:26]([F:30])=[CH:27][CH:28]=[CH:29][C:24]=1[CH2:23][S:22][C:16]1[N:15]=[C:14]([NH:11][S:8]([N:5]2[CH2:4][CH2:3][S:2](=[O:1])(=[O:12])[CH2:7][CH2:6]2)(=[O:9])=[O:10])[CH:19]=[C:18]([O:20][CH3:21])[N:17]=1. (4) Given the reactants [CH3:1][CH:2]([C:4]1[N:8]([CH2:9][CH2:10][C@@H:11]([OH:19])[CH2:12][C@@H:13]([OH:18])[CH2:14][C:15](O)=[O:16])[C:7]([C:20]2[CH:21]=[CH:22][C:23]([F:26])=[CH:24][CH:25]=2)=[C:6]([C:27]2[CH:28]=[CH:29][CH:30]=[CH:31][CH:32]=2)[C:5]=1[C:33]([NH:35][C:36]1[CH:37]=[CH:38][CH:39]=[CH:40][CH:41]=1)=[O:34])[CH3:3].[Mg+2].[Br-].[Br-].Cl.[NH2:46][OH:47].C(=O)(O)[O-].[Na+], predict the reaction product. The product is: [F:26][C:23]1[CH:22]=[CH:21][C:20]([C:7]2[N:8]([CH2:9][CH2:10][C@@H:11]([OH:19])[CH2:12][C@@H:13]([OH:18])[CH2:14][C:15]([NH:46][OH:47])=[O:16])[C:4]([CH:2]([CH3:3])[CH3:1])=[C:5]([C:33](=[O:34])[NH:35][C:36]3[CH:37]=[CH:38][CH:39]=[CH:40][CH:41]=3)[C:6]=2[C:27]2[CH:32]=[CH:31][CH:30]=[CH:29][CH:28]=2)=[CH:25][CH:24]=1. (5) Given the reactants [S:1]1[C:5]2[CH:6]=[C:7]([NH:10][C:11]3[CH:16]=[C:15]([NH:17][C:18]4[CH:30]=[CH:29][C:21]([C:22]([O:24]C(C)(C)C)=[O:23])=[CH:20][CH:19]=4)[C:14]([C:31](=[O:40])[NH:32][CH2:33][CH:34]([F:39])[C:35]([OH:38])([CH3:37])[CH3:36])=[CH:13][N:12]=3)[CH:8]=[CH:9][C:4]=2[N:3]=[CH:2]1.C(O)(C(F)(F)F)=O, predict the reaction product. The product is: [S:1]1[C:5]2[CH:6]=[C:7]([NH:10][C:11]3[CH:16]=[C:15]([NH:17][C:18]4[CH:19]=[CH:20][C:21]([C:22]([OH:24])=[O:23])=[CH:29][CH:30]=4)[C:14]([C:31](=[O:40])[NH:32][CH2:33][CH:34]([F:39])[C:35]([OH:38])([CH3:36])[CH3:37])=[CH:13][N:12]=3)[CH:8]=[CH:9][C:4]=2[N:3]=[CH:2]1. (6) The product is: [CH:56]1([C@@H:62]([NH:64][C:35]([C:18]2[C:17]3[CH:16]=[C:15]4[O:19][CH2:20][CH2:21][O:22][C:14]4=[CH:13][C:12]=3[N:11]=[C:10]([C:26]3[CH:31]=[CH:30][CH:29]=[CH:28][CH:27]=3)[C:9]=2[CH2:8][N:4]2[CH2:5][CH2:6][NH:7][C:2](=[O:1])[CH2:3]2)=[O:39])[CH3:63])[CH2:61][CH2:60][CH2:59][CH2:58][CH2:57]1. Given the reactants [O:1]=[C:2]1[NH:7][CH2:6][CH2:5][N:4]([CH2:8][C:9]2[C:10]([C:26]3[CH:31]=[CH:30][CH:29]=[CH:28][CH:27]=3)=[N:11][C:12]3[CH:13]=[C:14]4[O:22][CH2:21][CH:20](C(O)=O)[O:19][C:15]4=[CH:16][C:17]=3[CH:18]=2)[CH2:3]1.CN([C:35]([O:39]N1N=NC2C=CC=CC1=2)=[N+](C)C)C.F[P-](F)(F)(F)(F)F.[CH:56]1([C@@H:62]([NH2:64])[CH3:63])[CH2:61][CH2:60][CH2:59][CH2:58][CH2:57]1, predict the reaction product.